Regression. Given a peptide amino acid sequence and an MHC pseudo amino acid sequence, predict their binding affinity value. This is MHC class I binding data. From a dataset of Peptide-MHC class I binding affinity with 185,985 pairs from IEDB/IMGT. The peptide sequence is AADSFATSY. The MHC is HLA-B15:17 with pseudo-sequence HLA-B15:17. The binding affinity (normalized) is 0.0847.